The task is: Predict the product of the given reaction.. This data is from Forward reaction prediction with 1.9M reactions from USPTO patents (1976-2016). (1) Given the reactants [C:1]([C:5]1[C:6](=[O:16])[C:7](=[O:15])[CH:8]=[C:9]([C:11]([CH3:14])([CH3:13])[CH3:12])[CH:10]=1)([CH3:4])([CH3:3])[CH3:2].[N+:17]([O-])([OH:19])=[O:18].O, predict the reaction product. The product is: [C:11]([C:9]1[CH:10]=[C:5]([C:1]([CH3:4])([CH3:2])[CH3:3])[C:6](=[O:16])[C:7](=[O:15])[C:8]=1[N+:17]([O-:19])=[O:18])([CH3:14])([CH3:13])[CH3:12]. (2) Given the reactants [C:1]([C:5]1[CH:9]=[C:8]([NH:10][C:11]([NH:13][C:14]2[CH:19]=[CH:18][C:17]([Cl:20])=[CH:16][CH:15]=2)=[O:12])[N:7]([C:21]2[CH:22]=[C:23]([CH:29]=[CH:30][CH:31]=2)C(OCC)=O)[N:6]=1)([CH3:4])([CH3:3])[CH3:2].[CH3:32][Mg]Br.[CH2:35]1[CH2:39][O:38]CC1, predict the reaction product. The product is: [C:1]([C:5]1[CH:9]=[C:8]([NH:10][C:11]([NH:13][C:14]2[CH:15]=[CH:16][C:17]([Cl:20])=[CH:18][CH:19]=2)=[O:12])[N:7]([C:21]2[CH:31]=[CH:30][CH:29]=[C:23]([C:39]([OH:38])([CH3:35])[CH3:32])[CH:22]=2)[N:6]=1)([CH3:4])([CH3:3])[CH3:2]. (3) Given the reactants [BH4-].[Na+].[CH:3]1([C:6]2[CH:7]=[C:8]([CH:15]=[O:16])[S:9][C:10]=2[C:11]([F:14])([F:13])[F:12])[CH2:5][CH2:4]1, predict the reaction product. The product is: [CH:3]1([C:6]2[CH:7]=[C:8]([CH2:15][OH:16])[S:9][C:10]=2[C:11]([F:12])([F:13])[F:14])[CH2:4][CH2:5]1. (4) Given the reactants [Cl:1][C:2]1[CH:7]=[CH:6][C:5]([S:8]([N:11]2[C:20]3[C:15](=[CH:16][CH:17]=[CH:18][CH:19]=3)[CH2:14][CH2:13][CH2:12]2)(=[O:10])=[O:9])=[CH:4][C:3]=1[N:21]1[CH2:30][C:29]2[C:24](=[CH:25][CH:26]=[C:27]([C:31]([O:33]CC)=[O:32])[CH:28]=2)[NH:23][C:22]1=[O:36].[OH-].[Na+], predict the reaction product. The product is: [Cl:1][C:2]1[CH:7]=[CH:6][C:5]([S:8]([N:11]2[C:20]3[C:15](=[CH:16][CH:17]=[CH:18][CH:19]=3)[CH2:14][CH2:13][CH2:12]2)(=[O:9])=[O:10])=[CH:4][C:3]=1[N:21]1[CH2:30][C:29]2[C:24](=[CH:25][CH:26]=[C:27]([C:31]([OH:33])=[O:32])[CH:28]=2)[NH:23][C:22]1=[O:36]. (5) Given the reactants [N:1]1([C:7]2[CH:8]=[C:9]([C:13]3([NH2:16])[CH2:15][CH2:14]3)[CH:10]=[CH:11][CH:12]=2)[CH2:6][CH2:5][O:4][CH2:3][CH2:2]1.[F:17][C:18]1[CH:19]=[C:20]([CH2:25][CH:26]([NH:30][C:31](=[O:37])[O:32][C:33]([CH3:36])([CH3:35])[CH3:34])[CH:27]2[CH2:29][O:28]2)[CH:21]=[C:22]([F:24])[CH:23]=1, predict the reaction product. The product is: [F:17][C:18]1[CH:19]=[C:20]([CH2:25][C@H:26]([NH:30][C:31](=[O:37])[O:32][C:33]([CH3:36])([CH3:35])[CH3:34])[C@H:27]([OH:28])[CH2:29][NH:16][C:13]2([C:9]3[CH:10]=[CH:11][CH:12]=[C:7]([N:1]4[CH2:2][CH2:3][O:4][CH2:5][CH2:6]4)[CH:8]=3)[CH2:14][CH2:15]2)[CH:21]=[C:22]([F:24])[CH:23]=1. (6) Given the reactants [Cl:1][C:2]1[CH:3]=[C:4]([CH:8]=[C:9]([N+:12]([O-:14])=[O:13])[C:10]=1[OH:11])[C:5](O)=[O:6].S(Cl)([Cl:17])=O, predict the reaction product. The product is: [Cl:1][C:2]1[CH:3]=[C:4]([CH:8]=[C:9]([N+:12]([O-:14])=[O:13])[C:10]=1[OH:11])[C:5]([Cl:17])=[O:6]. (7) Given the reactants [I:1][C:2]1[C:7]([O:8][CH3:9])=[CH:6][CH:5]=[CH:4][C:3]=1[OH:10].N1C=CC=CC=1.[F:17][C:18]([F:31])([F:30])[S:19](O[S:19]([C:18]([F:31])([F:30])[F:17])(=[O:21])=[O:20])(=[O:21])=[O:20].O, predict the reaction product. The product is: [F:17][C:18]([F:31])([F:30])[S:19]([O:10][C:3]1[CH:4]=[CH:5][CH:6]=[C:7]([O:8][CH3:9])[C:2]=1[I:1])(=[O:21])=[O:20]. (8) Given the reactants CC(C)(C(=O)[N:6]1[CH:11]2[CH2:12][CH2:13][CH:7]1[CH2:8][N:9]([C:14]1[C:15]3[CH:22]=[CH:21][NH:20][C:16]=3[N:17]=[CH:18][N:19]=1)[CH2:10]2)C#N.C(N(CC)CC)C.[CH3:32][C:33]([S:36](Cl)=[O:37])([CH3:35])[CH3:34], predict the reaction product. The product is: [CH3:32][C:33]([S:36]([N:6]1[CH2:7][CH2:8][N:9]([C:14]2[C:15]3[CH:22]=[CH:21][NH:20][C:16]=3[N:17]=[CH:18][N:19]=2)[CH2:10][C:11]21[CH2:12][CH2:13]2)=[O:37])([CH3:35])[CH3:34].